Dataset: Forward reaction prediction with 1.9M reactions from USPTO patents (1976-2016). Task: Predict the product of the given reaction. (1) Given the reactants [CH3:1][C:2]1[O:6][N:5]=[C:4]([NH2:7])[CH:3]=1.ClC(OC1C=CC([N+]([O-])=O)=CC=1)=O.[C:21](=[O:24])([O-])[NH2:22].[CH:25]1([N:28]([CH:47]2[CH2:49][CH2:48]2)[C:29]2[CH:34]=[CH:33][C:32]([C:35]3[CH:40]=[CH:39][CH:38]=[CH:37][C:36]=3[C:41]3[NH:45][N:44]=[N:43][N:42]=3)=[CH:31][C:30]=2N)[CH2:27][CH2:26]1.C(N(CC)CC)C, predict the reaction product. The product is: [CH:47]1([N:28]([CH:25]2[CH2:27][CH2:26]2)[C:29]2[CH:30]=[CH:31][C:32]([C:35]3[CH:40]=[CH:39][CH:38]=[CH:37][C:36]=3[C:41]3[NH:45][N:44]=[N:43][N:42]=3)=[CH:33][C:34]=2[NH:22][C:21]([NH:7][C:4]2[CH:3]=[C:2]([CH3:1])[O:6][N:5]=2)=[O:24])[CH2:49][CH2:48]1. (2) Given the reactants FC(F)(F)S(O)(=O)=O.[CH3:9][N:10]([CH3:39])[C:11]1([C:33]2[CH:38]=[CH:37][CH:36]=[CH:35][CH:34]=2)[CH2:16][CH2:15][C:14]([C:17]2[NH:18][C:19]3[C:24]([C:25]=2[CH2:26][C:27]2[CH:32]=[CH:31][CH:30]=[CH:29][N:28]=2)=[CH:23][CH:22]=[CH:21][CH:20]=3)=[CH:13][CH2:12]1.[OH-].[Na+], predict the reaction product. The product is: [CH3:39][N:10]([CH3:9])[C:11]1([C:33]2[CH:38]=[CH:37][CH:36]=[CH:35][CH:34]=2)[CH2:16][CH2:15][CH:14]([C:17]2[NH:18][C:19]3[C:24]([C:25]=2[CH2:26][C:27]2[CH:32]=[CH:31][CH:30]=[CH:29][N:28]=2)=[CH:23][CH:22]=[CH:21][CH:20]=3)[CH2:13][CH2:12]1. (3) Given the reactants [CH3:1][C:2]([CH3:26])([CH3:25])[CH2:3][N:4]1[C:12]2[C:7](=[N:8][C:9]([C:13]3[CH:14]=[C:15]([CH2:20][C:21]#[N:22])[CH:16]=[CH:17][C:18]=3[CH3:19])=[CH:10][CH:11]=2)[N:6]([CH3:23])[C:5]1=[O:24], predict the reaction product. The product is: [NH2:22][CH2:21][CH2:20][C:15]1[CH:16]=[CH:17][C:18]([CH3:19])=[C:13]([C:9]2[N:8]=[C:7]3[N:6]([CH3:23])[C:5](=[O:24])[N:4]([CH2:3][C:2]([CH3:1])([CH3:25])[CH3:26])[C:12]3=[CH:11][CH:10]=2)[CH:14]=1. (4) Given the reactants [OH:1][N:2]1[C:6](=[O:7])[CH2:5][CH:4]([C:8]2[CH:13]=[CH:12][CH:11]=[CH:10][CH:9]=2)[C:3]1=[O:14].C1(C2CC(=O)[O:23][C:22]2=O)C=CC=CC=1.[CH3:28][O:29][C:30]1[CH:35]=[CH:34][C:33]([N:36]2[CH2:41][CH2:40][NH:39][CH2:38][CH2:37]2)=[CH:32][CH:31]=1, predict the reaction product. The product is: [CH3:28][O:29][C:30]1[CH:31]=[CH:32][C:33]([N:36]2[CH2:41][CH2:40][N:39]([C:22]([O:1][N:2]3[C:6](=[O:7])[CH2:5][CH:4]([C:8]4[CH:9]=[CH:10][CH:11]=[CH:12][CH:13]=4)[C:3]3=[O:14])=[O:23])[CH2:38][CH2:37]2)=[CH:34][CH:35]=1. (5) Given the reactants [CH2:1]([O:8][C:9]1[C:14](=[O:15])[CH:13]=[C:12]([CH2:16][O:17]C2CCCCO2)O[C:10]=1[C:24]([N:26]([CH2:30][CH:31]1[CH2:35][O:34]C(C)(C)[N:32]1C(OC(C)(C)C)=O)[CH:27]([CH3:29])[CH3:28])=[O:25])[C:2]1[CH:7]=[CH:6][CH:5]=[CH:4][CH:3]=1.Cl, predict the reaction product. The product is: [CH2:1]([O:8][C:9]1[C:14](=[O:15])[CH:13]=[C:12]([CH2:16][OH:17])[N:32]2[CH:31]([CH2:35][OH:34])[CH2:30][N:26]([CH:27]([CH3:29])[CH3:28])[C:24](=[O:25])[C:10]=12)[C:2]1[CH:3]=[CH:4][CH:5]=[CH:6][CH:7]=1. (6) The product is: [Br:1][C:2]1[CH:7]=[C:6]([F:8])[C:5]([CH2:9][C:10]([OH:14])=[O:11])=[C:4]([F:13])[CH:3]=1. Given the reactants [Br:1][C:2]1[CH:7]=[C:6]([F:8])[C:5]([CH2:9][C:10](N)=[O:11])=[C:4]([F:13])[CH:3]=1.[OH-:14].[Na+].Cl, predict the reaction product. (7) Given the reactants C[O:2][C:3]1[C:8]2OC3[C:15]([C:7]=2[CH:6]=[CH:5][CH:4]=1)=[CH:14][CH:13]=[CH:12]N=3.Cl.[NH+:17]1C=CC=CC=1, predict the reaction product. The product is: [CH3:12][C:13]1[CH:14]=[CH:15][C:7]2[C:8](=[C:3]([OH:2])[CH:4]=[CH:5][CH:6]=2)[N:17]=1.